Dataset: Full USPTO retrosynthesis dataset with 1.9M reactions from patents (1976-2016). Task: Predict the reactants needed to synthesize the given product. (1) Given the product [Cl:1][C:2]1[CH:7]=[CH:6][CH:5]=[C:4]([Cl:8])[C:3]=1[CH2:9][C:10]1[NH:15][CH2:14][CH2:13][N:16]=1, predict the reactants needed to synthesize it. The reactants are: [Cl:1][C:2]1[CH:7]=[CH:6][CH:5]=[C:4]([Cl:8])[C:3]=1[CH:9]=[C:10](Br)Br.[CH2:13]([NH2:16])[CH2:14][NH2:15]. (2) Given the product [CH3:43][CH:42]1[O:44][C:32]2([CH2:31][CH2:30][CH:29]([N:3]3[C:2](=[O:1])[C:7]([CH2:8][C:9]4[CH:10]=[CH:11][C:12]([C:15]5[C:16]([C:21]#[N:22])=[CH:17][CH:18]=[CH:19][CH:20]=5)=[CH:13][CH:14]=4)=[C:6]([CH2:23][CH2:24][CH3:25])[N:5]4[N:26]=[CH:27][N:28]=[C:4]34)[CH2:34][CH2:33]2)[O:35][CH2:37][C:38]21[CH2:41][CH2:40][CH2:39]2, predict the reactants needed to synthesize it. The reactants are: [O:1]=[C:2]1[C:7]([CH2:8][C:9]2[CH:14]=[CH:13][C:12]([C:15]3[C:16]([C:21]#[N:22])=[CH:17][CH:18]=[CH:19][CH:20]=3)=[CH:11][CH:10]=2)=[C:6]([CH2:23][CH2:24][CH3:25])[N:5]2[N:26]=[CH:27][N:28]=[C:4]2[N:3]1[CH:29]1[CH2:34][CH2:33][C:32](=[O:35])[CH2:31][CH2:30]1.O[CH2:37][C:38]1([CH:42]([OH:44])[CH3:43])[CH2:41][CH2:40][CH2:39]1.O.C1(C)C=CC(S(O)(=O)=O)=CC=1.C1(C)C=CC=CC=1. (3) Given the product [CH2:10]([N:9]([CH2:12][CH3:13])[C:7](=[O:8])[C:6]1[CH:14]=[CH:15][C:3]([CH:2]([C:16]2[CH:21]=[CH:20][CH:19]=[C:18]([N+:22]([O-:24])=[O:23])[CH:17]=2)[N:29]2[CH2:34][CH2:33][NH:32][CH2:31][CH2:30]2)=[CH:4][CH:5]=1)[CH3:11], predict the reactants needed to synthesize it. The reactants are: O[CH:2]([C:16]1[CH:21]=[CH:20][CH:19]=[C:18]([N+:22]([O-:24])=[O:23])[CH:17]=1)[C:3]1[CH:15]=[CH:14][C:6]([C:7]([N:9]([CH2:12][CH3:13])[CH2:10][CH3:11])=[O:8])=[CH:5][CH:4]=1.S(Br)(Br)=O.[NH:29]1[CH2:34][CH2:33][NH:32][CH2:31][CH2:30]1. (4) Given the product [CH2:28]([O:30][C:31](=[O:34])[CH2:32][NH:33][C:22](=[O:23])[C:21]1[CH:20]=[CH:19][C:18]([S:15](=[O:17])(=[O:16])[NH:14][C:9]2[CH:10]=[CH:11][CH:12]=[CH:13][C:8]=2[S:7][C:1]2[CH:6]=[CH:5][CH:4]=[CH:3][CH:2]=2)=[CH:26][CH:25]=1)[CH3:29], predict the reactants needed to synthesize it. The reactants are: [C:1]1([S:7][C:8]2[CH:13]=[CH:12][CH:11]=[CH:10][C:9]=2[NH:14][S:15]([C:18]2[CH:26]=[CH:25][C:21]([C:22](O)=[O:23])=[CH:20][CH:19]=2)(=[O:17])=[O:16])[CH:6]=[CH:5][CH:4]=[CH:3][CH:2]=1.Cl.[CH2:28]([O:30][C:31](=[O:34])[CH2:32][NH2:33])[CH3:29]. (5) Given the product [CH3:1][CH:2]1[CH2:7][CH2:6][CH:5]([C:8]([N:10]([CH:23]([CH3:25])[CH3:24])[C:11]2[CH:12]=[C:13]([C:27]3[CH:28]=[CH:29][C:30]([C:33]4[CH:42]=[C:36]5[N:37]=[C:38]([CH3:41])[CH:39]=[CH:40][N:35]5[N:34]=4)=[CH:31][CH:32]=3)[S:14][C:15]=2[C:16]([O:18][CH3:19])=[O:17])=[O:9])[CH2:4][CH2:3]1, predict the reactants needed to synthesize it. The reactants are: [CH3:1][C@H:2]1[CH2:7][CH2:6][C@H:5]([C:8]([N:10]([CH:23]([CH3:25])[CH3:24])[C:11]2[CH:12]=[C:13](B(O)O)[S:14][C:15]=2[C:16]([O:18][CH3:19])=[O:17])=[O:9])[CH2:4][CH2:3]1.Br[C:27]1[CH:32]=[CH:31][C:30]([C:33]2[CH:42]=[C:36]3[N:37]=[C:38]([CH3:41])[CH:39]=[CH:40][N:35]3[N:34]=2)=[CH:29][CH:28]=1.[F-].[Cs+].COCCOC. (6) Given the product [C:31]([C:12]1[C:13]2[C:18](=[CH:17][CH:16]=[C:15]([NH:21][C:22](=[O:30])[C:23]3[CH:24]=[CH:25][C:26]([F:29])=[CH:27][CH:28]=3)[CH:14]=2)[C:19]([OH:20])=[C:10]([C:8]([NH:7][CH2:6][C:5]([CH3:34])([CH3:33])[C:4]([OH:35])=[O:3])=[O:9])[N:11]=1)#[N:32], predict the reactants needed to synthesize it. The reactants are: C([O:3][C:4](=[O:35])[C:5]([CH3:34])([CH3:33])[CH2:6][NH:7][C:8]([C:10]1[N:11]=[C:12]([C:31]#[N:32])[C:13]2[C:18]([C:19]=1[OH:20])=[CH:17][CH:16]=[C:15]([NH:21][C:22](=[O:30])[C:23]1[CH:28]=[CH:27][C:26]([F:29])=[CH:25][CH:24]=1)[CH:14]=2)=[O:9])C.[OH-].[Na+]. (7) Given the product [F:26][C:17]1[C:8]([N:3]2[CH2:4][CH2:5][O:6][CH2:7][C@H:2]2[CH3:1])=[N:9][C:10]2[CH2:11][CH2:12][N:13]([C:18]([O:20][C:21]([CH3:23])([CH3:22])[CH3:24])=[O:19])[CH2:14][C:15]=2[CH:16]=1, predict the reactants needed to synthesize it. The reactants are: [CH3:1][C@@H:2]1[CH2:7][O:6][CH2:5][CH2:4][N:3]1[C:8]1[CH:17]=[CH:16][C:15]2[CH2:14][N:13]([C:18]([O:20][C:21]([CH3:24])([CH3:23])[CH3:22])=[O:19])[CH2:12][CH2:11][C:10]=2[N:9]=1.[B-](F)(F)(F)[F:26].[B-](F)(F)(F)F.C1[N+]2(CCl)CC[N+](F)(CC2)C1.O. (8) Given the product [Cl:1][C:2]1[C:3]([Cl:27])=[CH:4][C:5]2[N:10]3[CH:28]=[N:12][N:11]=[C:9]3[C:8]([N:13]3[CH2:14][CH:15]([N:17]([CH3:25])[C:18](=[O:24])[O:19][C:20]([CH3:22])([CH3:23])[CH3:21])[CH2:16]3)=[N:7][C:6]=2[N:26]=1, predict the reactants needed to synthesize it. The reactants are: [Cl:1][C:2]1[C:3]([Cl:27])=[CH:4][C:5]2[C:6]([N:26]=1)=[N:7][C:8]([N:13]1[CH2:16][CH:15]([N:17]([CH3:25])[C:18](=[O:24])[O:19][C:20]([CH3:23])([CH3:22])[CH3:21])[CH2:14]1)=[C:9]([NH:11][NH2:12])[N:10]=2.[CH:28](OC)(OC)OC.